From a dataset of Catalyst prediction with 721,799 reactions and 888 catalyst types from USPTO. Predict which catalyst facilitates the given reaction. (1) Reactant: Cl[C:2]1[C:3]2[C:4](=[CH:19][N:20](CC3C=CC(OC)=CC=3)[N:21]=2)[N:5]=[C:6]([C:8]2[CH:18]=[CH:17][C:11]3[O:12][CH2:13][C:14](=[O:16])[NH:15][C:10]=3[CH:9]=2)[N:7]=1.[O:31]1[CH2:36][CH2:35][N:34]([C:37]2[CH:43]=[CH:42][C:40]([NH2:41])=[CH:39][CH:38]=2)[CH2:33][CH2:32]1.Cl. Product: [O:31]1[CH2:32][CH2:33][N:34]([C:37]2[CH:38]=[CH:39][C:40]([NH:41][C:2]3[C:3]4[NH:21][N:20]=[CH:19][C:4]=4[N:5]=[C:6]([C:8]4[CH:18]=[CH:17][C:11]5[O:12][CH2:13][C:14](=[O:16])[NH:15][C:10]=5[CH:9]=4)[N:7]=3)=[CH:42][CH:43]=2)[CH2:35][CH2:36]1. The catalyst class is: 71. (2) Reactant: Cl[C:2]1[C:3]2[CH:10]=[C:9]([C:11]3[CH:16]=[CH:15][N:14]=[CH:13][CH:12]=3)[NH:8][C:4]=2[N:5]=[CH:6][N:7]=1.[F:17][C:18]([F:38])([F:37])[C:19]1[CH:20]=[C:21]([CH:34]=[CH:35][CH:36]=1)[C:22]([NH:24][C:25]1[CH:26]=[C:27](B(O)O)[CH:28]=[CH:29][CH:30]=1)=[O:23].C(=O)(O)[O-].[Na+]. Product: [N:14]1[CH:15]=[CH:16][C:11]([C:9]2[NH:8][C:4]3[N:5]=[CH:6][N:7]=[C:2]([C:29]4[CH:30]=[C:25]([NH:24][C:22](=[O:23])[C:21]5[CH:34]=[CH:35][CH:36]=[C:19]([C:18]([F:37])([F:38])[F:17])[CH:20]=5)[CH:26]=[CH:27][CH:28]=4)[C:3]=3[CH:10]=2)=[CH:12][CH:13]=1. The catalyst class is: 104. (3) Reactant: [Cl:1][C:2]1[CH:3]=[C:4]([CH:7]=[CH:8][C:9]=1F)[C:5]#[N:6].[CH2:11]([NH:13][CH2:14][CH3:15])[CH3:12]. Product: [Cl:1][C:2]1[CH:3]=[C:4]([CH:7]=[CH:8][C:9]=1[N:13]([CH2:14][CH3:15])[CH2:11][CH3:12])[C:5]#[N:6]. The catalyst class is: 6. (4) The catalyst class is: 9. Product: [N:11]([CH2:4][C:3]1[C:2]([Cl:1])=[CH:9][CH:8]=[CH:7][C:6]=1[Cl:10])=[N+:12]=[N-:13]. Reactant: [Cl:1][C:2]1[CH:9]=[CH:8][CH:7]=[C:6]([Cl:10])[C:3]=1[CH2:4]Br.[N-:11]=[N+:12]=[N-:13].[Na+]. (5) Reactant: [Cl:1][C:2]1[CH:3]=[C:4]([C:12]2[S:16][C:15]([C:17]3[C:18]([CH2:25][CH3:26])=[C:19]([CH:22]=[CH:23][CH:24]=3)[CH:20]=O)=[N:14][N:13]=2)[CH:5]=[CH:6][C:7]=1[O:8][CH:9]([CH3:11])[CH3:10].[NH:27]1[CH2:30][CH:29]([CH2:31]C(OC)=O)[CH2:28]1.[C:36]([O-])(=[O:38])C.[Na+].CC(O)=[O:43]. Product: [Cl:1][C:2]1[CH:3]=[C:4]([C:12]2[S:16][C:15]([C:17]3[C:18]([CH2:25][CH3:26])=[C:19]([CH2:20][N:27]4[CH2:28][CH:29]([C:31]([O:38][CH3:36])=[O:43])[CH2:30]4)[CH:22]=[CH:23][CH:24]=3)=[N:14][N:13]=2)[CH:5]=[CH:6][C:7]=1[O:8][CH:9]([CH3:10])[CH3:11]. The catalyst class is: 5. (6) Reactant: [O:1]1[CH2:6][C:5](=O)[NH:4][C:3]2[N:8]=[CH:9][CH:10]=[CH:11][C:2]1=2.[H-].[Al+3].[Li+].[H-].[H-].[H-].[OH-].[Na+].O. Product: [O:1]1[CH2:6][CH2:5][NH:4][C:3]2[N:8]=[CH:9][CH:10]=[CH:11][C:2]1=2. The catalyst class is: 1. (7) Reactant: [Cl:1][CH2:2][CH2:3][C@@H:4]([C:6]1[CH:11]=[CH:10][CH:9]=[CH:8][CH:7]=1)[OH:5].[C:12]([O:15][C:16]1[CH:21]=[CH:20][C:19](O)=[C:18]([CH3:23])[CH:17]=1)(=[O:14])[CH3:13].C1(P(C2C=CC=CC=2)C2C=CC=CC=2)C=CC=CC=1. Product: [Cl:1][CH2:2][CH2:3][C@H:4]([C:6]1[CH:11]=[CH:10][CH:9]=[CH:8][CH:7]=1)[O:5][C:19]1[CH:20]=[CH:21][C:16]([O:15][C:12](=[O:14])[CH3:13])=[CH:17][C:18]=1[CH3:23]. The catalyst class is: 7. (8) Reactant: C([N:4]([C:17](=[O:19])[CH3:18])[C@H:5]([C:14]([OH:16])=[O:15])[CH2:6][C:7]1[CH:12]=[CH:11][C:10]([OH:13])=[CH:9][CH:8]=1)(C)C.C(=O)([O-])[O-].[K+].[K+].CS(O[CH2:31][CH2:32][C:33]1[CH:38]=[CH:37][C:36]([CH2:39][CH3:40])=[CH:35][N:34]=1)(=O)=O.[CH:41](O)([CH3:43])[CH3:42]. Product: [C:17]([NH:4][CH:5]([CH2:6][C:7]1[CH:8]=[CH:9][C:10]([O:13][CH2:31][CH2:32][C:33]2[CH:38]=[CH:37][C:36]([CH2:39][CH3:40])=[CH:35][N:34]=2)=[CH:11][CH:12]=1)[C:14]([O:16][CH:41]([CH3:43])[CH3:42])=[O:15])(=[O:19])[CH3:18]. The catalyst class is: 11. (9) Reactant: [Cl:1][C:2]1[CH:3]=[CH:4][C:5]2[O:10][CH2:9][C:8](=[O:11])[O:7][C:6]=2[CH:12]=1.[F:13][C:14]1[CH:27]=[CH:26][C:17]([CH2:18][N:19]2[CH2:24][CH2:23][NH:22][C@H:21]([CH3:25])[CH2:20]2)=[CH:16][CH:15]=1. Product: [Cl:1][C:2]1[CH:3]=[CH:4][C:5]([O:10][CH2:9][C:8]([N:22]2[CH2:23][CH2:24][N:19]([CH2:18][C:17]3[CH:26]=[CH:27][C:14]([F:13])=[CH:15][CH:16]=3)[CH2:20][C@H:21]2[CH3:25])=[O:11])=[C:6]([OH:7])[CH:12]=1. The catalyst class is: 11.